Dataset: Full USPTO retrosynthesis dataset with 1.9M reactions from patents (1976-2016). Task: Predict the reactants needed to synthesize the given product. (1) Given the product [NH4+:1].[OH-:21].[NH2:1][C:2]1[N:7]=[C:6]([C:8]2[CH:9]=[C:10]3[C:11]([C:12]([NH2:13])=[N:30][NH:31]3)=[C:25]([O:26][CH3:32])[CH:15]=2)[CH:5]=[C:4]([N:18]2[CH2:23][CH2:22][O:29][CH2:20][C@H:19]2[CH3:24])[N:3]=1, predict the reactants needed to synthesize it. The reactants are: [NH2:1][C:2]1[N:7]=[C:6]([C:8]2[CH:15]=C(F)[C:11]([C:12]#[N:13])=[C:10](F)[CH:9]=2)[CH:5]=[C:4]([N:18]2[CH2:23][CH2:22][O:21][CH2:20][C@H:19]2[CH3:24])[N:3]=1.[CH3:25][O-:26].[Na+].[Na].[OH2:29].[NH2:30][NH2:31].[CH3:32]N(C=O)C. (2) Given the product [CH3:34][O:33][C:25]1[CH:26]=[C:27]([N+:30]([O-:32])=[O:31])[CH:28]=[CH:29][C:24]=1[C:9]1[CH2:10][CH2:11][N:12]([C:15]([O:17][C:18]([CH3:19])([CH3:20])[CH3:21])=[O:16])[CH2:13][CH:14]=1, predict the reactants needed to synthesize it. The reactants are: CC1(C)C(C)(C)OB([C:9]2[CH2:10][CH2:11][N:12]([C:15]([O:17][C:18]([CH3:21])([CH3:20])[CH3:19])=[O:16])[CH2:13][CH:14]=2)O1.Br[C:24]1[CH:29]=[CH:28][C:27]([N+:30]([O-:32])=[O:31])=[CH:26][C:25]=1[O:33][CH3:34].CN(C=O)C.C(=O)([O-])[O-].[K+].[K+]. (3) Given the product [F:1][C:2]1[CH:7]=[CH:6][C:5]([CH:8]([O:15][C:16]2[CH:17]=[CH:18][C:19]([CH2:25][CH2:26][C:27]3[CH:28]=[CH:29][C:30]([F:33])=[CH:31][CH:32]=3)=[C:20]([CH:24]=2)[C:21]([NH:34][C@@H:35]([CH2:44][CH2:45][S:46][CH3:47])[C:36]([O:38][CH:39]2[CH2:40][CH2:41][CH2:42][CH2:43]2)=[O:37])=[O:22])[CH2:9][N:10]2[CH:14]=[CH:13][N:12]=[CH:11]2)=[CH:4][CH:3]=1, predict the reactants needed to synthesize it. The reactants are: [F:1][C:2]1[CH:7]=[CH:6][C:5]([CH:8]([O:15][C:16]2[CH:17]=[CH:18][C:19]([CH2:25][CH2:26][C:27]3[CH:32]=[CH:31][C:30]([F:33])=[CH:29][CH:28]=3)=[C:20]([CH:24]=2)[C:21](O)=[O:22])[CH2:9][N:10]2[CH:14]=[CH:13][N:12]=[CH:11]2)=[CH:4][CH:3]=1.[NH2:34][C@@H:35]([CH2:44][CH2:45][S:46][CH3:47])[C:36]([O:38][CH:39]1[CH2:43][CH2:42][CH2:41][CH2:40]1)=[O:37]. (4) The reactants are: C(OC([N:8]1[C:16]2[C:11](=[CH:12][C:13]([CH2:17][CH:18]([C:39]([O:41]C)=[O:40])[NH:19][C:20]([N:22]3[CH2:27][CH2:26][CH:25]([N:28]4[CH2:37][C:36]5[C:31](=[CH:32][CH:33]=[CH:34][CH:35]=5)[NH:30][C:29]4=[O:38])[CH2:24][CH2:23]3)=[O:21])=[CH:14][CH:15]=2)[CH:10]=[N:9]1)=O)(C)(C)C.O.[OH-].[Li+]. Given the product [NH:8]1[C:16]2[C:11](=[CH:12][C:13]([CH2:17][CH:18]([NH:19][C:20]([N:22]3[CH2:27][CH2:26][CH:25]([N:28]4[CH2:37][C:36]5[C:31](=[CH:32][CH:33]=[CH:34][CH:35]=5)[NH:30][C:29]4=[O:38])[CH2:24][CH2:23]3)=[O:21])[C:39]([OH:41])=[O:40])=[CH:14][CH:15]=2)[CH:10]=[N:9]1, predict the reactants needed to synthesize it. (5) Given the product [CH3:11][O:12][C:13]1[CH:14]=[C:15]([CH:17]=[CH:18][CH:19]=1)[N:16]=[CH:7][C:6]1[CH:5]=[N:4][C:3]([O:2][CH3:1])=[CH:10][CH:9]=1, predict the reactants needed to synthesize it. The reactants are: [CH3:1][O:2][C:3]1[CH:10]=[CH:9][C:6]([CH:7]=O)=[CH:5][N:4]=1.[CH3:11][O:12][C:13]1[CH:14]=[C:15]([CH:17]=[CH:18][CH:19]=1)[NH2:16].